This data is from Peptide-MHC class II binding affinity with 134,281 pairs from IEDB. The task is: Regression. Given a peptide amino acid sequence and an MHC pseudo amino acid sequence, predict their binding affinity value. This is MHC class II binding data. (1) The peptide sequence is YAVSFNYFVCNLLQE. The MHC is DRB1_1302 with pseudo-sequence DRB1_1302. The binding affinity (normalized) is 0.630. (2) The peptide sequence is KGDEQKLRSAGEVEI. The MHC is HLA-DPA10103-DPB10201 with pseudo-sequence HLA-DPA10103-DPB10201. The binding affinity (normalized) is 0.148. (3) The peptide sequence is AVFEAALTKAITAMT. The MHC is DRB1_1101 with pseudo-sequence DRB1_1101. The binding affinity (normalized) is 0.677.